This data is from NCI-60 drug combinations with 297,098 pairs across 59 cell lines. The task is: Regression. Given two drug SMILES strings and cell line genomic features, predict the synergy score measuring deviation from expected non-interaction effect. (1) Drug 1: CCC1=CC2CC(C3=C(CN(C2)C1)C4=CC=CC=C4N3)(C5=C(C=C6C(=C5)C78CCN9C7C(C=CC9)(C(C(C8N6C)(C(=O)OC)O)OC(=O)C)CC)OC)C(=O)OC.C(C(C(=O)O)O)(C(=O)O)O. Drug 2: CC1C(C(CC(O1)OC2CC(CC3=C2C(=C4C(=C3O)C(=O)C5=C(C4=O)C(=CC=C5)OC)O)(C(=O)CO)O)N)O.Cl. Cell line: KM12. Synergy scores: CSS=36.5, Synergy_ZIP=2.34, Synergy_Bliss=2.60, Synergy_Loewe=5.51, Synergy_HSA=6.55. (2) Drug 2: C1=CC=C(C(=C1)C(C2=CC=C(C=C2)Cl)C(Cl)Cl)Cl. Cell line: OVCAR-4. Drug 1: CCC1(CC2CC(C3=C(CCN(C2)C1)C4=CC=CC=C4N3)(C5=C(C=C6C(=C5)C78CCN9C7C(C=CC9)(C(C(C8N6C)(C(=O)OC)O)OC(=O)C)CC)OC)C(=O)OC)O.OS(=O)(=O)O. Synergy scores: CSS=1.95, Synergy_ZIP=-4.96, Synergy_Bliss=-5.58, Synergy_Loewe=-5.02, Synergy_HSA=-4.87. (3) Drug 1: CCC1(CC2CC(C3=C(CCN(C2)C1)C4=CC=CC=C4N3)(C5=C(C=C6C(=C5)C78CCN9C7C(C=CC9)(C(C(C8N6C=O)(C(=O)OC)O)OC(=O)C)CC)OC)C(=O)OC)O.OS(=O)(=O)O. Drug 2: CN(C(=O)NC(C=O)C(C(C(CO)O)O)O)N=O. Cell line: DU-145. Synergy scores: CSS=-0.291, Synergy_ZIP=-0.0433, Synergy_Bliss=-3.71, Synergy_Loewe=-0.340, Synergy_HSA=-5.05. (4) Drug 1: CNC(=O)C1=CC=CC=C1SC2=CC3=C(C=C2)C(=NN3)C=CC4=CC=CC=N4. Drug 2: C1=CC(=CC=C1C#N)C(C2=CC=C(C=C2)C#N)N3C=NC=N3. Cell line: M14. Synergy scores: CSS=-0.481, Synergy_ZIP=2.72, Synergy_Bliss=4.08, Synergy_Loewe=0.502, Synergy_HSA=-0.194. (5) Drug 1: C1=NC2=C(N=C(N=C2N1C3C(C(C(O3)CO)O)O)F)N. Drug 2: C1CN(P(=O)(OC1)NCCCl)CCCl. Cell line: MALME-3M. Synergy scores: CSS=0.0555, Synergy_ZIP=-0.532, Synergy_Bliss=-2.43, Synergy_Loewe=-4.38, Synergy_HSA=-3.51. (6) Drug 1: C1=CN(C=N1)CC(O)(P(=O)(O)O)P(=O)(O)O. Drug 2: CC1C(C(CC(O1)OC2CC(CC3=C2C(=C4C(=C3O)C(=O)C5=C(C4=O)C(=CC=C5)OC)O)(C(=O)CO)O)N)O.Cl. Synergy scores: CSS=27.1, Synergy_ZIP=-2.63, Synergy_Bliss=-0.861, Synergy_Loewe=-4.86, Synergy_HSA=0.435. Cell line: HS 578T. (7) Drug 1: C1CN1P(=S)(N2CC2)N3CC3. Drug 2: CCC1(CC2CC(C3=C(CCN(C2)C1)C4=CC=CC=C4N3)(C5=C(C=C6C(=C5)C78CCN9C7C(C=CC9)(C(C(C8N6C)(C(=O)OC)O)OC(=O)C)CC)OC)C(=O)OC)O.OS(=O)(=O)O. Cell line: SK-OV-3. Synergy scores: CSS=7.30, Synergy_ZIP=-1.40, Synergy_Bliss=0.182, Synergy_Loewe=-9.02, Synergy_HSA=-2.79. (8) Drug 1: C1CCN(CC1)CCOC2=CC=C(C=C2)C(=O)C3=C(SC4=C3C=CC(=C4)O)C5=CC=C(C=C5)O. Drug 2: C1=CC(=CC=C1CCCC(=O)O)N(CCCl)CCCl. Cell line: NCI-H226. Synergy scores: CSS=9.00, Synergy_ZIP=-0.374, Synergy_Bliss=1.51, Synergy_Loewe=-3.18, Synergy_HSA=-3.12. (9) Drug 1: CC1=C(C=C(C=C1)C(=O)NC2=CC(=CC(=C2)C(F)(F)F)N3C=C(N=C3)C)NC4=NC=CC(=N4)C5=CN=CC=C5. Drug 2: C1CN1C2=NC(=NC(=N2)N3CC3)N4CC4. Cell line: SK-MEL-28. Synergy scores: CSS=16.8, Synergy_ZIP=-6.30, Synergy_Bliss=-5.89, Synergy_Loewe=-1.25, Synergy_HSA=-2.00. (10) Drug 1: C1=CC(=CC=C1CCC2=CNC3=C2C(=O)NC(=N3)N)C(=O)NC(CCC(=O)O)C(=O)O. Drug 2: CC1=C(C=C(C=C1)NC(=O)C2=CC=C(C=C2)CN3CCN(CC3)C)NC4=NC=CC(=N4)C5=CN=CC=C5. Cell line: UO-31. Synergy scores: CSS=17.0, Synergy_ZIP=-7.12, Synergy_Bliss=-2.36, Synergy_Loewe=-21.2, Synergy_HSA=-4.20.